Predict which catalyst facilitates the given reaction. From a dataset of Catalyst prediction with 721,799 reactions and 888 catalyst types from USPTO. (1) Reactant: [C:1]([O:5][C:6](=[O:28])[NH:7][C@@H:8]([CH2:19][C:20]1[CH:25]=[CH:24][C:23]([OH:26])=[CH:22][C:21]=1[F:27])[C:9]([N:11]1[CH2:15][CH2:14][CH2:13][C@H:12]1[C:16](=[O:18])[NH2:17])=[O:10])([CH3:4])([CH3:3])[CH3:2].CCN(C(C)C)C(C)C.C1C=CC(N([S:45]([C:48]([F:51])([F:50])[F:49])(=[O:47])=[O:46])[S:45]([C:48]([F:51])([F:50])[F:49])(=[O:47])=[O:46])=CC=1. Product: [C:1]([O:5][C:6]([NH:7][C@H:8]([C:9]([N:11]1[CH2:15][CH2:14][CH2:13][C@H:12]1[C:16](=[O:18])[NH2:17])=[O:10])[CH2:19][C:20]1[CH:25]=[CH:24][C:23]([O:26][S:45]([C:48]([F:51])([F:50])[F:49])(=[O:47])=[O:46])=[CH:22][C:21]=1[F:27])=[O:28])([CH3:4])([CH3:2])[CH3:3]. The catalyst class is: 23. (2) Reactant: [Cl:1][C:2]1[CH:7]=[C:6]([F:8])[CH:5]=[CH:4][C:3]=1[C:9]1(O)[CH2:18][CH2:17][C:12]2(OCC[O:13]2)[CH2:11][CH2:10]1.OS(O)(=O)=O.O.C([O-])(O)=O.[Na+]. Product: [Cl:1][C:2]1[CH:7]=[C:6]([F:8])[CH:5]=[CH:4][C:3]=1[C:9]1[CH2:18][CH2:17][C:12](=[O:13])[CH2:11][CH:10]=1. The catalyst class is: 2.